From a dataset of Reaction yield outcomes from USPTO patents with 853,638 reactions. Predict the reaction yield, written as a fraction of the theoretical maximum amount of product (1.0 means a 100% yield; for example, 0.34 means a 34% yield). (1) The reactants are [CH2:1]([N:8]1[CH:17]=[C:16](Br)[C:15]2[C:10](=[CH:11][CH:12]=[CH:13][CH:14]=2)[C:9]1=[O:19])[C:2]1[CH:7]=[CH:6][CH:5]=[CH:4][CH:3]=1.CC1(C)C(C)(C)OB([C:28]2[CH:33]=[C:32]([O:34][CH3:35])[C:31]([O:36][CH3:37])=[C:30]([O:38][CH3:39])[CH:29]=2)O1.C([O-])([O-])=O.[Na+].[Na+]. The catalyst is C1(C)C=CC=CC=1.C(O)C.O.C1C=CC([P]([Pd]([P](C2C=CC=CC=2)(C2C=CC=CC=2)C2C=CC=CC=2)([P](C2C=CC=CC=2)(C2C=CC=CC=2)C2C=CC=CC=2)[P](C2C=CC=CC=2)(C2C=CC=CC=2)C2C=CC=CC=2)(C2C=CC=CC=2)C2C=CC=CC=2)=CC=1. The product is [CH2:1]([N:8]1[CH:17]=[C:16]([C:28]2[CH:29]=[C:30]([O:38][CH3:39])[C:31]([O:36][CH3:37])=[C:32]([O:34][CH3:35])[CH:33]=2)[C:15]2[C:10](=[CH:11][CH:12]=[CH:13][CH:14]=2)[C:9]1=[O:19])[C:2]1[CH:7]=[CH:6][CH:5]=[CH:4][CH:3]=1. The yield is 0.550. (2) The reactants are C([O:8][C:9]1[CH:17]=[CH:16][C:15]2[N:14]3[C@@H:18]([CH3:23])[CH2:19][NH:20][C:21](=[O:22])[C:13]3=[CH:12][C:11]=2[CH:10]=1)C1C=CC=CC=1. The catalyst is [Pd].CO. The product is [OH:8][C:9]1[CH:17]=[CH:16][C:15]2[N:14]3[C@@H:18]([CH3:23])[CH2:19][NH:20][C:21](=[O:22])[C:13]3=[CH:12][C:11]=2[CH:10]=1. The yield is 1.00. (3) The reactants are [OH-].[K+].[CH3:3][C@H:4]1[CH2:13][CH:12]=[CH:11][C:6]2([CH2:10][CH2:9][CH2:8][CH2:7]2)[C@H:5]1[C:14]([O:16]CC)=[O:15].[OH-].[Na+]. The catalyst is C(O)C. The product is [CH3:3][CH:4]1[CH2:13][CH:12]=[CH:11][C:6]2([CH2:7][CH2:8][CH2:9][CH2:10]2)[CH:5]1[C:14]([OH:16])=[O:15]. The yield is 0.370. (4) The reactants are [OH:1][C:2]1[CH:7]=[CH:6][C:5]([C:8]2([C:14]#[N:15])[CH2:13][CH2:12][CH2:11][CH2:10][CH2:9]2)=[CH:4][CH:3]=1.Cl[CH2:17][CH2:18][CH2:19][N:20]1[CH2:24][CH2:23][CH2:22][CH2:21]1.[I-].[Na+].C([O-])([O-])=O.[K+].[K+]. The product is [N:20]1([CH2:19][CH2:18][CH2:17][O:1][C:2]2[CH:3]=[CH:4][C:5]([C:8]3([C:14]#[N:15])[CH2:13][CH2:12][CH2:11][CH2:10][CH2:9]3)=[CH:6][CH:7]=2)[CH2:24][CH2:23][CH2:22][CH2:21]1. The yield is 0.510. The catalyst is CCOCC.CC(C)=O. (5) The reactants are Br[C:2]1[CH:7]=[CH:6][C:5]([O:8][CH3:9])=[C:4]([O:10][CH2:11][CH3:12])[CH:3]=1.C([Li])CCC.[CH3:18][O:19][C:20]1[CH:21]=[C:22]([CH:25]=[C:26]([O:28][CH3:29])[CH:27]=1)[CH:23]=[O:24].COC1C=C(C(C2C=CC=C(OC)C=2)=CC#N)C=C(OC)C=1. No catalyst specified. The product is [CH3:29][O:28][C:26]1[CH:25]=[C:22]([CH:23]([C:2]2[CH:7]=[CH:6][C:5]([O:8][CH3:9])=[C:4]([O:10][CH2:11][CH3:12])[CH:3]=2)[OH:24])[CH:21]=[C:20]([O:19][CH3:18])[CH:27]=1. The yield is 0.800.